Dataset: Full USPTO retrosynthesis dataset with 1.9M reactions from patents (1976-2016). Task: Predict the reactants needed to synthesize the given product. Given the product [CH3:10][N:9]1[C:5]([N:4]([C:13]2[CH:14]=[CH:15][C:16]([O:19][C:20]([F:21])([F:22])[F:23])=[CH:17][CH:18]=2)[C:1](=[O:3])[CH3:2])=[CH:6][CH:7]([CH3:11])[NH:8]1, predict the reactants needed to synthesize it. The reactants are: [C:1]([NH:4][C:5]1[N:9]([CH3:10])[N:8]=[C:7]([CH3:11])[CH:6]=1)(=[O:3])[CH3:2].I[C:13]1[CH:18]=[CH:17][C:16]([O:19][C:20]([F:23])([F:22])[F:21])=[CH:15][CH:14]=1.[O-]P(OP(OP([O-])([O-])=O)([O-])=O)(=O)[O-].[K+].[K+].[K+].[K+].[K+].N[C@@H]1CCCC[C@H]1N.